Task: Predict hERG channel inhibition at various concentrations.. Dataset: hERG Central: cardiac toxicity at 1µM, 10µM, and general inhibition (1) The compound is COc1ccc(N(C(=O)/C=C/c2ccccc2)C2=CC3CCC(C2)N3C)cc1.Cl. Results: hERG_inhib (hERG inhibition (general)): blocker. (2) The molecule is CCN(CC)CCN1C(=O)c2ccccc2NC1c1ccc(C)cc1. Results: hERG_inhib (hERG inhibition (general)): blocker. (3) The drug is COc1ccc(C(=O)C[n+]2cc(Br)cc3ccccc32)cc1[N+](=O)[O-].[Br-]. Results: hERG_inhib (hERG inhibition (general)): blocker. (4) The molecule is O=C(CCC1CCCN(Cc2ccc3c(c2)OCCO3)C1)NCc1ccc(F)c(F)c1. Results: hERG_inhib (hERG inhibition (general)): blocker.